This data is from Forward reaction prediction with 1.9M reactions from USPTO patents (1976-2016). The task is: Predict the product of the given reaction. (1) Given the reactants ClC1C=C(C(OO)=[O:9])C=CC=1.[Cl:12][C:13]1[CH:18]=[CH:17][C:16]([C:19]([C:21]2[CH:22]=[C:23]3[C:28](=[CH:29][CH:30]=2)[N:27]=[CH:26][CH:25]=[C:24]3[CH2:31][CH2:32][C:33]2[CH:38]=[CH:37][CH:36]=[C:35]([Cl:39])[CH:34]=2)=[O:20])=[CH:15][CH:14]=1.C([O-])([O-])=O.[K+].[K+], predict the reaction product. The product is: [Cl:12][C:13]1[CH:18]=[CH:17][C:16]([C:19]([C:21]2[CH:22]=[C:23]3[C:28](=[CH:29][CH:30]=2)[N+:27]([O-:9])=[CH:26][CH:25]=[C:24]3[CH2:31][CH2:32][C:33]2[CH:38]=[CH:37][CH:36]=[C:35]([Cl:39])[CH:34]=2)=[O:20])=[CH:15][CH:14]=1. (2) Given the reactants [CH2:1]([O:4][C:5]1[C:6]([Cl:18])=[C:7]([CH:14]=[C:15]([Br:17])[CH:16]=1)[C:8]([N:10]([O:12][CH3:13])[CH3:11])=[O:9])C=C.BrC1C(OC)=C(OC)C(Cl)=C(C=1)[C:25](O)=[O:26], predict the reaction product. The product is: [Br:17][C:15]1[C:16]([O:26][CH3:25])=[C:5]([O:4][CH3:1])[C:6]([Cl:18])=[C:7]([CH:14]=1)[C:8]([N:10]([O:12][CH3:13])[CH3:11])=[O:9]. (3) Given the reactants [O:1]=[C:2]1[O:6][C@H:5]([C:7]([NH:9][CH2:10][C:11]([O:13]C(C)(C)C)=[O:12])=[O:8])[CH2:4][CH2:3]1.C(O)(C(F)(F)F)=O.CC(C)=O, predict the reaction product. The product is: [O:1]=[C:2]1[O:6][C@H:5]([C:7]([NH:9][CH2:10][C:11]([OH:13])=[O:12])=[O:8])[CH2:4][CH2:3]1. (4) Given the reactants C1(C(C2C=CC=CC=2)[N:8]2[CH2:11][CH:10]([N:12]3[CH2:17][CH2:16][N:15]([C:18](=[O:22])[CH:19]([CH3:21])[CH3:20])[CH2:14][CH2:13]3)[CH2:9]2)C=CC=CC=1.[Cl:29]C(OC(Cl)C)=O.CO, predict the reaction product. The product is: [ClH:29].[NH:8]1[CH2:9][CH:10]([N:12]2[CH2:17][CH2:16][N:15]([C:18](=[O:22])[CH:19]([CH3:20])[CH3:21])[CH2:14][CH2:13]2)[CH2:11]1. (5) Given the reactants [Br:1][C:2]1[N:6]2[N:7]=[C:8]([C:11]3[CH:19]=[CH:18][C:14]([C:15]([OH:17])=O)=[CH:13][CH:12]=3)[CH:9]=[CH:10][C:5]2=[N:4][CH:3]=1.CN(C(ON1N=NC2C=CC=NC1=2)=[N+](C)C)C.F[P-](F)(F)(F)(F)F.CN1CCOCC1.[N:51]1([C:58]([O:60][C:61]([CH3:64])([CH3:63])[CH3:62])=[O:59])[CH2:57][CH2:56][CH2:55][NH:54][CH2:53][CH2:52]1, predict the reaction product. The product is: [Br:1][C:2]1[N:6]2[N:7]=[C:8]([C:11]3[CH:12]=[CH:13][C:14]([C:15]([N:54]4[CH2:55][CH2:56][CH2:57][N:51]([C:58]([O:60][C:61]([CH3:64])([CH3:63])[CH3:62])=[O:59])[CH2:52][CH2:53]4)=[O:17])=[CH:18][CH:19]=3)[CH:9]=[CH:10][C:5]2=[N:4][CH:3]=1. (6) The product is: [Cl:19][C:8]1[C:9]([CH2:11][C:12]2[CH:17]=[CH:16][C:15]([F:18])=[CH:14][CH:13]=2)=[CH:10][C:5]([C:3]([OH:4])=[O:2])=[N:6][CH:7]=1. Given the reactants C[O:2][C:3]([C:5]1[CH:10]=[C:9]([CH2:11][C:12]2[CH:17]=[CH:16][C:15]([F:18])=[CH:14][CH:13]=2)[C:8]([Cl:19])=[CH:7][N:6]=1)=[O:4].[OH-].[Na+].Cl.C(OCC)(=O)C, predict the reaction product. (7) The product is: [NH2:27][C:24]1[CH:25]=[CH:26][C:21]([C:20]2[C:13]3[C:14](=[N:15][CH:16]=[N:17][C:12]=3[NH2:11])[N:18]([CH:37]3[CH2:38][CH2:39][N:40]([CH3:43])[CH2:41][CH2:42]3)[N:19]=2)=[CH:22][C:23]=1[O:35][CH3:36]. Given the reactants FC(F)(F)C(O)=O.ClCCl.[NH2:11][C:12]1[N:17]=[CH:16][N:15]=[C:14]2[N:18]([CH:37]3[CH2:42][CH2:41][N:40]([CH3:43])[CH2:39][CH2:38]3)[N:19]=[C:20]([C:21]3[CH:26]=[CH:25][C:24]([NH:27]C(=O)OC(C)(C)C)=[C:23]([O:35][CH3:36])[CH:22]=3)[C:13]=12, predict the reaction product.